This data is from Catalyst prediction with 721,799 reactions and 888 catalyst types from USPTO. The task is: Predict which catalyst facilitates the given reaction. Reactant: [NH2:1][C:2]1[C:10]2[C:5](=[CH:6][CH:7]=[CH:8][CH:9]=2)[NH:4][C:3]=1[C:11]([O:13][CH2:14][CH3:15])=[O:12].Cl[C:17]1[N:22]=[CH:21][CH:20]=[CH:19][N:18]=1.[Cl-].[NH4+].C(OCC)(=O)C. Product: [CH2:14]([O:13][C:11]([C:3]1[NH:4][C:5]2[C:10]([C:2]=1[NH:1][C:17]1[N:22]=[CH:21][CH:20]=[CH:19][N:18]=1)=[CH:9][CH:8]=[CH:7][CH:6]=2)=[O:12])[CH3:15]. The catalyst class is: 866.